Dataset: M1 muscarinic receptor agonist screen with 61,833 compounds. Task: Binary Classification. Given a drug SMILES string, predict its activity (active/inactive) in a high-throughput screening assay against a specified biological target. (1) The molecule is S(c1[nH]c2c(n1)nccc2)CC(C)=C. The result is 0 (inactive). (2) The compound is OC12C(N(O)CC1C)CCc1nonc21. The result is 0 (inactive). (3) The drug is S(=O)(=O)(Nc1ccc(cc1)C(=O)Nc1cc(c(cc1)C)C)c1c(onc1C)C. The result is 0 (inactive).